Dataset: Catalyst prediction with 721,799 reactions and 888 catalyst types from USPTO. Task: Predict which catalyst facilitates the given reaction. (1) Reactant: [O:1]1[CH2:6][CH2:5][CH2:4][O:3][CH:2]1[CH2:7][CH2:8][Mg]Br.[O:11]=[C:12]1[CH2:18][CH:17]2[N:19]([C:20]3[C:29]4[C:24](=[CH:25][CH:26]=[CH:27][CH:28]=4)[C:23]([C:30]#[N:31])=[CH:22][CH:21]=3)[CH:14]([CH2:15][CH2:16]2)[CH2:13]1. Product: [O:1]1[CH2:6][CH2:5][CH2:4][O:3][CH:2]1[CH2:7][CH2:8][C:12]1([OH:11])[CH2:13][CH:14]2[N:19]([C:20]3[C:29]4[C:24](=[CH:25][CH:26]=[CH:27][CH:28]=4)[C:23]([C:30]#[N:31])=[CH:22][CH:21]=3)[CH:17]([CH2:16][CH2:15]2)[CH2:18]1. The catalyst class is: 1. (2) Product: [CH3:14][O:15][C:16]([C:18]1[S:19][C:20]([CH2:23][CH2:24][CH2:25][NH:26][CH2:9][C:8]2[CH:11]=[CH:12][C:5]([CH2:1][CH2:2][CH2:3][CH3:4])=[CH:6][CH:7]=2)=[CH:21][CH:22]=1)=[O:17]. The catalyst class is: 191. Reactant: [CH2:1]([C:5]1[CH:12]=[CH:11][C:8]([CH:9]=O)=[CH:7][CH:6]=1)[CH2:2][CH2:3][CH3:4].Cl.[CH3:14][O:15][C:16]([C:18]1[S:19][C:20]([CH2:23][CH2:24][CH2:25][NH2:26])=[CH:21][CH:22]=1)=[O:17].[O-]S([O-])(=O)=O.[Na+].[Na+].C(O)(=O)C.C(O[BH-](OC(=O)C)OC(=O)C)(=O)C.[Na+]. (3) Reactant: [Cl:1][C:2]1[C:3]([O:12][C:13]2[CH:18]=[C:17]([O:19][CH:20]([CH3:22])[CH3:21])[CH:16]=[CH:15][C:14]=2[CH2:23][CH2:24][CH2:25][CH:26]2OCC[O:27]2)=[N:4][CH:5]=[C:6]([C:8]([F:11])([F:10])[F:9])[CH:7]=1.Cl.[OH-].[Na+]. Product: [Cl:1][C:2]1[C:3]([O:12][C:13]2[CH:18]=[C:17]([O:19][CH:20]([CH3:21])[CH3:22])[CH:16]=[CH:15][C:14]=2[CH2:23][CH2:24][CH2:25][CH:26]=[O:27])=[N:4][CH:5]=[C:6]([C:8]([F:11])([F:10])[F:9])[CH:7]=1. The catalyst class is: 7. (4) Reactant: Cl.C1C2C(COC([N:19]3[CH2:24][C@@H:23]([C:25](=[O:44])[N:26]([CH2:30][C:31]4[CH:36]=[CH:35][C:34]([Cl:37])=[C:33]([O:38][CH2:39][CH2:40][CH2:41][O:42][CH3:43])[CH:32]=4)[CH:27]4[CH2:29][CH2:28]4)[CH2:22][C@@H:21]([NH2:45])[CH2:20]3)=O)C3C(=CC=CC=3)C=2C=CC=1.[C:46](Cl)(=[O:50])[CH:47]([CH3:49])[CH3:48]. Product: [Cl:37][C:34]1[CH:35]=[CH:36][C:31]([CH2:30][N:26]([CH:27]2[CH2:29][CH2:28]2)[C:25]([C@H:23]2[CH2:22][C@@H:21]([NH:45][C:46](=[O:50])[CH:47]([CH3:49])[CH3:48])[CH2:20][NH:19][CH2:24]2)=[O:44])=[CH:32][C:33]=1[O:38][CH2:39][CH2:40][CH2:41][O:42][CH3:43]. The catalyst class is: 23.